From a dataset of Forward reaction prediction with 1.9M reactions from USPTO patents (1976-2016). Predict the product of the given reaction. Given the reactants Cl.[F:2][C:3]1([F:13])[CH2:7][NH:6][C@H:5]([CH2:8][CH2:9][C:10]([OH:12])=[O:11])[CH2:4]1.Br[CH2:15][C:16]1[NH:21][C:20]([C:22]2[S:23][CH:24]=[CH:25][N:26]=2)=[N:19][C@@H:18]([C:27]2[CH:32]=[CH:31][C:30]([F:33])=[CH:29][C:28]=2[Cl:34])[C:17]=1[C:35]([O:37][CH3:38])=[O:36].[C:39](=O)([O-])[O-].[K+].[K+], predict the reaction product. The product is: [Cl:34][C:28]1[CH:29]=[C:30]([F:33])[CH:31]=[CH:32][C:27]=1[C@@H:18]1[N:19]=[C:20]([C:22]2[S:23][CH:24]=[CH:25][N:26]=2)[NH:21][C:16]([CH2:15][N:6]2[CH2:7][C:3]([F:2])([F:13])[CH2:4][C@H:5]2[CH2:8][CH2:9][C:10]([OH:12])=[O:11])=[C:17]1[C:35]([O:37][CH2:38][CH3:39])=[O:36].